Regression. Given two drug SMILES strings and cell line genomic features, predict the synergy score measuring deviation from expected non-interaction effect. From a dataset of NCI-60 drug combinations with 297,098 pairs across 59 cell lines. (1) Drug 2: CCC1(C2=C(COC1=O)C(=O)N3CC4=CC5=C(C=CC(=C5CN(C)C)O)N=C4C3=C2)O.Cl. Cell line: MCF7. Synergy scores: CSS=15.0, Synergy_ZIP=-5.49, Synergy_Bliss=2.29, Synergy_Loewe=-9.01, Synergy_HSA=2.21. Drug 1: CC1C(C(CC(O1)OC2CC(CC3=C2C(=C4C(=C3O)C(=O)C5=C(C4=O)C(=CC=C5)OC)O)(C(=O)CO)O)N)O.Cl. (2) Drug 1: C1=NC2=C(N1)C(=S)N=C(N2)N. Drug 2: COCCOC1=C(C=C2C(=C1)C(=NC=N2)NC3=CC=CC(=C3)C#C)OCCOC.Cl. Cell line: HS 578T. Synergy scores: CSS=12.2, Synergy_ZIP=1.34, Synergy_Bliss=0.325, Synergy_Loewe=-7.90, Synergy_HSA=-0.686. (3) Drug 1: CCC1=CC2CC(C3=C(CN(C2)C1)C4=CC=CC=C4N3)(C5=C(C=C6C(=C5)C78CCN9C7C(C=CC9)(C(C(C8N6C)(C(=O)OC)O)OC(=O)C)CC)OC)C(=O)OC.C(C(C(=O)O)O)(C(=O)O)O. Drug 2: CC1C(C(=O)NC(C(=O)N2CCCC2C(=O)N(CC(=O)N(C(C(=O)O1)C(C)C)C)C)C(C)C)NC(=O)C3=C4C(=C(C=C3)C)OC5=C(C(=O)C(=C(C5=N4)C(=O)NC6C(OC(=O)C(N(C(=O)CN(C(=O)C7CCCN7C(=O)C(NC6=O)C(C)C)C)C)C(C)C)C)N)C. Cell line: HT29. Synergy scores: CSS=65.1, Synergy_ZIP=1.82, Synergy_Bliss=5.47, Synergy_Loewe=6.05, Synergy_HSA=5.57. (4) Drug 1: C1=NC2=C(N=C(N=C2N1C3C(C(C(O3)CO)O)O)F)N. Drug 2: COCCOC1=C(C=C2C(=C1)C(=NC=N2)NC3=CC=CC(=C3)C#C)OCCOC.Cl. Cell line: CCRF-CEM. Synergy scores: CSS=51.2, Synergy_ZIP=-1.38, Synergy_Bliss=-4.75, Synergy_Loewe=-15.1, Synergy_HSA=-5.47. (5) Drug 1: C1=NC2=C(N=C(N=C2N1C3C(C(C(O3)CO)O)O)F)N. Cell line: OVCAR-4. Synergy scores: CSS=0.212, Synergy_ZIP=0.335, Synergy_Bliss=0.342, Synergy_Loewe=-2.46, Synergy_HSA=-2.00. Drug 2: CC(C)CN1C=NC2=C1C3=CC=CC=C3N=C2N.